From a dataset of Full USPTO retrosynthesis dataset with 1.9M reactions from patents (1976-2016). Predict the reactants needed to synthesize the given product. (1) Given the product [C:1]([O:5][C:6](=[O:16])[C:7]([CH2:14][NH2:15])([CH2:11][CH2:12][CH3:13])[CH2:8][CH2:9][CH3:10])([CH3:2])([CH3:4])[CH3:3], predict the reactants needed to synthesize it. The reactants are: [C:1]([O:5][C:6](=[O:16])[C:7]([C:14]#[N:15])([CH2:11][CH2:12][CH3:13])[CH2:8][CH2:9][CH3:10])([CH3:4])([CH3:3])[CH3:2]. (2) The reactants are: [OH:1][CH2:2][C:3]1([CH2:6][O:7][C:8]2[C:13]([O:14][CH3:15])=[C:12]([O:16][CH3:17])[CH:11]=[CH:10][C:9]=2[C:18]2[CH:26]=[CH:25][CH:24]=[C:23]3[C:19]=2[CH2:20][CH2:21][C:22]3=[O:27])[CH2:5][CH2:4]1.C(N(CC)CC)C.[CH2:35]([N:37]=[C:38]=[O:39])[CH3:36]. Given the product [CH3:15][O:14][C:13]1[C:12]([O:16][CH3:17])=[CH:11][CH:10]=[C:9]([C:18]2[CH:26]=[CH:25][CH:24]=[C:23]3[C:19]=2[CH2:20][CH2:21][C:22]3=[O:27])[C:8]=1[O:7][CH2:6][C:3]1([CH2:2][O:1][C:38](=[O:39])[NH:37][CH2:35][CH3:36])[CH2:4][CH2:5]1, predict the reactants needed to synthesize it. (3) Given the product [CH:5]1[CH:6]=[C:7]([C:10]([O:12][CH3:13])=[O:11])[CH:8]=[C:9]2[C:4]=1[C:3]1[C:2]([NH:1]2)=[C:15]2[NH:17][C:5]3[CH:6]=[C:7]([C:10]([O:12][CH3:13])=[O:14])[CH:8]=[CH:9][C:4]=3[C:16]2=[C:2]2[NH:1][C:9]3[CH:8]=[C:7]([C:10]([O:12][CH3:13])=[O:11])[CH:6]=[CH:5][C:4]=3[C:3]=12, predict the reactants needed to synthesize it. The reactants are: [NH:1]1[C:9]2[C:4](=[CH:5][CH:6]=[C:7]([C:10]([O:12][CH3:13])=[O:11])[CH:8]=2)[CH:3]=[CH:2]1.[OH2:14].[C:15](#[N:17])[CH3:16]. (4) Given the product [C:10]1([S:16]([N:1]2[C:9]3[C:4](=[CH:5][CH:6]=[CH:7][CH:8]=3)[CH:3]=[CH:2]2)(=[O:18])=[O:17])[CH:15]=[CH:14][CH:13]=[CH:12][CH:11]=1, predict the reactants needed to synthesize it. The reactants are: [NH:1]1[C:9]2[C:4](=[CH:5][CH:6]=[CH:7][CH:8]=2)[CH:3]=[CH:2]1.[C:10]1([S:16](Cl)(=[O:18])=[O:17])[CH:15]=[CH:14][CH:13]=[CH:12][CH:11]=1.[OH-].[Na+]. (5) Given the product [F:21][C:3]1[CH:4]=[C:5]([C:8]2[CH:13]=[CH:12][C:11]([CH:14]([N:16]3[CH2:20][CH2:19][CH2:18][CH2:17]3)[CH3:15])=[CH:10][CH:9]=2)[CH:6]=[CH:7][C:2]=1[C:27]1[CH:26]=[N:25][C:24]([O:23][CH3:22])=[N:29][CH:28]=1, predict the reactants needed to synthesize it. The reactants are: Br[C:2]1[CH:7]=[CH:6][C:5]([C:8]2[CH:13]=[CH:12][C:11]([CH:14]([N:16]3[CH2:20][CH2:19][CH2:18][CH2:17]3)[CH3:15])=[CH:10][CH:9]=2)=[CH:4][C:3]=1[F:21].[CH3:22][O:23][C:24]1[N:29]=[CH:28][C:27](B(O)O)=[CH:26][N:25]=1. (6) Given the product [CH3:1][C:2]1[N:12]=[C:11]2[N:6]([CH2:7][CH2:8][CH2:9][CH:10]2[OH:13])[C:4](=[O:5])[C:3]=1[CH2:14][CH2:15][N:16]1[CH2:21][CH2:20][CH:19]([C:22]2[C:23]3[CH:24]=[CH:25][C:26]([F:31])=[CH:27][C:28]=3[O:29][N:30]=2)[CH2:18][CH2:17]1.[C:39]([O-:40])(=[O:42])[CH3:38], predict the reactants needed to synthesize it. The reactants are: [CH3:1][C:2]1[N:12]=[C:11]2[N:6]([CH2:7][CH2:8][CH2:9][CH:10]2[OH:13])[C:4](=[O:5])[C:3]=1[CH2:14][CH2:15][N:16]1[CH2:21][CH2:20][CH:19]([C:22]2[C:23]3[CH:24]=[CH:25][C:26]([F:31])=[CH:27][C:28]=3[O:29][N:30]=2)[CH2:18][CH2:17]1.CCCCCC.[CH3:38][C:39](C)=[O:40].[OH2:42]. (7) The reactants are: [CH3:1][C:2]1[C:10]2[C:5](=[N:6][CH:7]=[C:8]([CH:11]=[N:12][NH:13][C:14]([NH2:16])=[S:15])[CH:9]=2)[NH:4][N:3]=1.[C:17](OC(=O)C)(=[O:19])[CH3:18]. Given the product [C:17]([NH:16][C:14](=[N:13]/[N:12]=[CH:11]/[C:8]1[CH:9]=[C:10]2[C:2]([CH3:1])=[N:3][NH:4][C:5]2=[N:6][CH:7]=1)[SH:15])(=[O:19])[CH3:18], predict the reactants needed to synthesize it. (8) The reactants are: [C:1]([C:5]1[CH:6]=[CH:7][C:8]2[CH2:9][C:10]3[C:15]([C:16]=2[CH:17]=1)=[CH:14][C:13]([C:18]([CH3:21])([CH3:20])[CH3:19])=[CH:12][CH:11]=3)([CH3:4])([CH3:3])[CH3:2].CCCCCC.C([Li])CCC.[CH3:33][C:34]1([C:40]2[CH:41]=[CH:42][C:43](=[C:45]([CH3:47])[CH3:46])[CH:44]=2)[CH2:39][CH2:38][CH2:37][CH2:36][CH2:35]1. Given the product [CH3:33][C:34]1([C:40]2[CH:41]=[CH:42][CH:43]([C:45]([C:11]3[C:10]4[CH2:9][C:8]5[C:16](=[CH:17][C:5]([C:1]([CH3:4])([CH3:3])[CH3:2])=[CH:6][CH:7]=5)[C:15]=4[CH:14]=[C:13]([C:18]([CH3:21])([CH3:20])[CH3:19])[CH:12]=3)([CH3:47])[CH3:46])[CH:44]=2)[CH2:35][CH2:36][CH2:37][CH2:38][CH2:39]1, predict the reactants needed to synthesize it. (9) Given the product [CH3:1][O:2][C:3](=[O:29])[CH2:4][C@H:5]1[C:9]2[CH:10]=[CH:11][C:12]([O:14][C@H:15]3[C:23]4[C:18](=[C:19]([CH2:31][C:32]5[CH:39]=[CH:38][CH:37]=[CH:36][C:33]=5[CH3:34])[C:20]([C:24]([F:27])([F:26])[F:25])=[CH:21][CH:22]=4)[CH2:17][CH2:16]3)=[CH:13][C:8]=2[O:7][CH2:6]1, predict the reactants needed to synthesize it. The reactants are: [CH3:1][O:2][C:3](=[O:29])[CH2:4][C@H:5]1[C:9]2[CH:10]=[CH:11][C:12]([O:14][C@H:15]3[C:23]4[C:18](=[C:19](Br)[C:20]([C:24]([F:27])([F:26])[F:25])=[CH:21][CH:22]=4)[CH2:17][CH2:16]3)=[CH:13][C:8]=2[O:7][CH2:6]1.[Cl-].[CH3:31][C:32]1[CH:39]=[CH:38][CH:37]=[CH:36][C:33]=1[CH2:34][Zn+].